From a dataset of Full USPTO retrosynthesis dataset with 1.9M reactions from patents (1976-2016). Predict the reactants needed to synthesize the given product. (1) Given the product [CH3:1][C@@H:2]1[CH2:6][N:5]([CH2:7][C:8]2[CH:9]=[N:10][C:11]([CH3:31])=[CH:14][CH:13]=2)[CH2:4][C@H:3]1[C:15]1[NH:16][C:17](=[O:30])[C:18]2[CH:23]=[N:22][N:21]([CH:24]3[CH2:29][CH2:28][O:27][CH2:26][CH2:25]3)[C:19]=2[N:20]=1, predict the reactants needed to synthesize it. The reactants are: [CH3:1][C@@H:2]1[CH2:6][N:5]([CH2:7][C:8]2[CH:9]=[N:10][C:11]([CH3:14])=N[CH:13]=2)[CH2:4][C@H:3]1[C:15]1[NH:16][C:17](=[O:30])[C:18]2[CH:23]=[N:22][N:21]([CH:24]3[CH2:29][CH2:28][O:27][CH2:26][CH2:25]3)[C:19]=2[N:20]=1.[CH3:31]C1C=CC(C=O)=CN=1. (2) Given the product [C:1]([C:5]1[CH:10]=[C:9]([NH:11][C:31]([C:29]2[O:30][C:26]([C:23]3[CH:24]=[CH:25][C:20]([NH2:17])=[CH:21][CH:22]=3)=[CH:27][CH:28]=2)=[O:32])[CH:8]=[C:7]([C:12]([CH3:15])([CH3:14])[CH3:13])[C:6]=1[OH:16])([CH3:4])([CH3:3])[CH3:2], predict the reactants needed to synthesize it. The reactants are: [C:1]([C:5]1[CH:10]=[C:9]([NH2:11])[CH:8]=[C:7]([C:12]([CH3:15])([CH3:14])[CH3:13])[C:6]=1[OH:16])([CH3:4])([CH3:3])[CH3:2].[N+:17]([C:20]1[CH:25]=[CH:24][C:23]([C:26]2[O:30][C:29]([C:31](O)=[O:32])=[CH:28][CH:27]=2)=[CH:22][CH:21]=1)([O-])=O.C(OC(NC1C=CC(CC(O)=O)=CC=1)=O)(C)(C)C. (3) The reactants are: [S:1]1[CH:5]=[CH:4][N:3]=[C:2]1[C:6]1[N:11]=[N:10][C:9]([NH2:12])=[N:8][CH:7]=1.CO.[Br:15]Br. Given the product [Br:15][C:5]1[S:1][C:2]([C:6]2[N:11]=[N:10][C:9]([NH2:12])=[N:8][CH:7]=2)=[N:3][CH:4]=1, predict the reactants needed to synthesize it. (4) Given the product [C:8]([C:7]1[CH:11]=[CH:12][C:4]([C:1](=[O:3])[CH3:2])=[CH:5][CH:6]=1)(=[O:9])[C:16]1[CH:21]=[CH:20][CH:19]=[CH:18][CH:17]=1, predict the reactants needed to synthesize it. The reactants are: [C:1]([C:4]1[CH:12]=[CH:11][C:7]([C:8](O)=[O:9])=[CH:6][CH:5]=1)(=[O:3])[CH3:2].B(O)O.[CH:16]1(P([CH:16]2[CH2:21][CH2:20][CH2:19][CH2:18][CH2:17]2)[CH:16]2[CH2:21][CH2:20][CH2:19][CH2:18][CH2:17]2)[CH2:21][CH2:20][CH2:19][CH2:18][CH2:17]1.C(OC(=O)C(C)(C)C)(=O)C(C)(C)C. (5) Given the product [NH2:1][C:2]1([N:31]2[CH2:32][CH2:33][CH:28]([C:26]([NH:25][S:22]([C:20]3[S:21][C:17]([Cl:16])=[CH:18][CH:19]=3)(=[O:23])=[O:24])=[O:27])[CH2:29][CH2:30]2)[CH:7]([C:8]([O:10][CH2:11][CH3:12])=[O:9])[CH:6]=[N:5][CH:4]=[C:3]1[Cl:14].[NH2:1][C:2]1[C:7]([C:8]([O:10][CH2:11][CH3:12])=[O:9])=[CH:6][N:5]=[C:4]([N:31]2[CH2:32][CH2:33][CH:28]([C:26]([NH:25][S:22]([C:20]3[S:21][C:17]([Cl:16])=[CH:18][CH:19]=3)(=[O:23])=[O:24])=[O:27])[CH2:29][CH2:30]2)[C:3]=1[Cl:14], predict the reactants needed to synthesize it. The reactants are: [NH2:1][C:2]1[C:7]([C:8]([O:10][CH2:11][CH3:12])=[O:9])=[CH:6][N:5]=[C:4](Cl)[C:3]=1[Cl:14].Cl.[Cl:16][C:17]1[S:21][C:20]([S:22]([NH:25][C:26]([CH:28]2[CH2:33][CH2:32][NH:31][CH2:30][CH2:29]2)=[O:27])(=[O:24])=[O:23])=[CH:19][CH:18]=1.CCN(C(C)C)C(C)C. (6) Given the product [NH2:24][C:25]1[C:26]([C:40]([NH:42][CH3:43])=[O:41])=[N:27][C:28]([C:45]2[C:46]([O:54][CH3:55])=[N:47][N:48]([CH2:50][CH2:51][CH2:52][OH:53])[CH:49]=2)=[CH:29][CH:30]=1, predict the reactants needed to synthesize it. The reactants are: NC1C=CC(C2C=NN(CCCO)C=2)=CC=1C(N(CC)CC)=O.[NH2:24][C:25]1[C:26]([C:40]([NH:42][CH3:43])=[O:41])=[N:27][C:28](B2OC(C)(C)C(C)(C)O2)=[CH:29][CH:30]=1.I[C:45]1[C:46]([O:54][CH3:55])=[N:47][N:48]([CH2:50][CH2:51][CH2:52][OH:53])[CH:49]=1. (7) Given the product [F:1][C:2]1[CH:7]=[C:6]([C:8]([OH:11])([CH3:10])[CH3:9])[CH:5]=[CH:4][C:3]=1[C:12]1[S:16][C:15]([NH:17][C:18]2[CH:23]=[CH:22][CH:21]=[C:20]([CH2:24][N:37]3[CH2:38][CH2:39][C:40]4([NH:44][C:43](=[O:45])[O:42][CH2:41]4)[CH2:46][CH2:47]3)[N:19]=2)=[C:14]([C:26]([NH2:28])=[O:27])[CH:13]=1, predict the reactants needed to synthesize it. The reactants are: [F:1][C:2]1[CH:7]=[C:6]([C:8]([OH:11])([CH3:10])[CH3:9])[CH:5]=[CH:4][C:3]=1[C:12]1[S:16][C:15]([NH:17][C:18]2[CH:23]=[CH:22][CH:21]=[C:20]([CH:24]=O)[N:19]=2)=[C:14]([C:26]([NH2:28])=[O:27])[CH:13]=1.BrC1N=C(C[N:37]2[CH2:47][CH2:46][C:40]3([NH:44][C:43](=[O:45])[O:42][CH2:41]3)[CH2:39][CH2:38]2)C=CC=1. (8) Given the product [C:41]([C:37]1[CH:36]=[C:35]2[C:40]([C:32]([C@@H:30]3[CH2:31][C@H:29]3[CH2:28][N:26]([CH3:27])[CH3:25])=[CH:33][N:34]2[C:2]2[N:7]=[C:6]([N:8]([CH2:18][CH3:19])[CH2:9][C:10]3[CH:15]=[CH:14][C:13]([O:16][CH3:17])=[CH:12][CH:11]=3)[C:5]3=[N:20][CH:21]=[C:22]([C:23]#[N:24])[N:4]3[N:3]=2)=[CH:39][CH:38]=1)#[N:42], predict the reactants needed to synthesize it. The reactants are: Cl[C:2]1[N:7]=[C:6]([N:8]([CH2:18][CH3:19])[CH2:9][C:10]2[CH:15]=[CH:14][C:13]([O:16][CH3:17])=[CH:12][CH:11]=2)[C:5]2=[N:20][CH:21]=[C:22]([C:23]#[N:24])[N:4]2[N:3]=1.[CH3:25][N:26]([CH2:28][C@@H:29]1[CH2:31][C@H:30]1[C:32]1[C:40]2[C:35](=[CH:36][C:37]([C:41]#[N:42])=[CH:38][CH:39]=2)[NH:34][CH:33]=1)[CH3:27].CC(C1C=C(C(C)C)C(C2C(P(C3CCCCC3)C3CCCCC3)=C(OC)C=CC=2OC)=C(C(C)C)C=1)C.C([O-])([O-])=O.[Cs+].[Cs+]. (9) Given the product [C:1]([O:4][C@H:5]1[C@H:11]([O:12][C:13](=[O:15])[CH3:14])[C@@H:10]([O:16][C:17](=[O:19])[CH3:18])[C@:9]2([C:21]3[CH:26]=[CH:25][C:24]([Cl:27])=[C:23]([CH2:28][C:29]4[CH:34]=[CH:33][C:32]([C:35](=[O:46])[CH3:36])=[CH:31][CH:30]=4)[CH:22]=3)[O:20][C@@:6]1([CH2:41][O:42][C:43](=[O:45])[CH3:44])[CH2:7][O:8]2)(=[O:3])[CH3:2], predict the reactants needed to synthesize it. The reactants are: [C:1]([O:4][C@H:5]1[C@H:11]([O:12][C:13](=[O:15])[CH3:14])[C@@H:10]([O:16][C:17](=[O:19])[CH3:18])[C@:9]2([C:21]3[CH:26]=[CH:25][C:24]([Cl:27])=[C:23]([CH2:28][C:29]4[CH:34]=[CH:33][C:32]([C:35]#[C:36][Si](C)(C)C)=[CH:31][CH:30]=4)[CH:22]=3)[O:20][C@@:6]1([CH2:41][O:42][C:43](=[O:45])[CH3:44])[CH2:7][O:8]2)(=[O:3])[CH3:2].[OH2:46].